Dataset: Peptide-MHC class I binding affinity with 185,985 pairs from IEDB/IMGT. Task: Regression. Given a peptide amino acid sequence and an MHC pseudo amino acid sequence, predict their binding affinity value. This is MHC class I binding data. (1) The peptide sequence is SFYRFFLV. The MHC is H-2-Db with pseudo-sequence H-2-Db. The binding affinity (normalized) is 0.0287. (2) The peptide sequence is APSYRNFSF. The MHC is HLA-B18:01 with pseudo-sequence HLA-B18:01. The binding affinity (normalized) is 0.248. (3) The peptide sequence is AYSSWMYSY. The binding affinity (normalized) is 0.929. The MHC is HLA-A30:02 with pseudo-sequence HLA-A30:02. (4) The peptide sequence is EEVLDVCPL. The MHC is HLA-B44:02 with pseudo-sequence HLA-B44:02. The binding affinity (normalized) is 0.119. (5) The peptide sequence is QVFKGVVIR. The MHC is HLA-A26:01 with pseudo-sequence HLA-A26:01. The binding affinity (normalized) is 0.0847. (6) The peptide sequence is NSDYMMWVG. The MHC is HLA-B35:01 with pseudo-sequence HLA-B35:01. The binding affinity (normalized) is 0.0847. (7) The peptide sequence is YYLEKANKI. The MHC is HLA-B35:01 with pseudo-sequence HLA-B35:01. The binding affinity (normalized) is 0.0847. (8) The peptide sequence is HCMNFKRR. The MHC is Mamu-B03 with pseudo-sequence Mamu-B03. The binding affinity (normalized) is 0.0848. (9) The peptide sequence is YMRERFEPM. The MHC is HLA-B08:02 with pseudo-sequence HLA-B08:02. The binding affinity (normalized) is 0.441.